From a dataset of NCI-60 drug combinations with 297,098 pairs across 59 cell lines. Regression. Given two drug SMILES strings and cell line genomic features, predict the synergy score measuring deviation from expected non-interaction effect. (1) Drug 1: C1=CN(C=N1)CC(O)(P(=O)(O)O)P(=O)(O)O. Drug 2: CN(C(=O)NC(C=O)C(C(C(CO)O)O)O)N=O. Cell line: RPMI-8226. Synergy scores: CSS=6.88, Synergy_ZIP=-1.63, Synergy_Bliss=-1.33, Synergy_Loewe=5.17, Synergy_HSA=-0.609. (2) Drug 1: C1=CN(C(=O)N=C1N)C2C(C(C(O2)CO)O)O.Cl. Drug 2: C1CN(P(=O)(OC1)NCCCl)CCCl. Cell line: EKVX. Synergy scores: CSS=12.2, Synergy_ZIP=-3.47, Synergy_Bliss=-0.973, Synergy_Loewe=-34.7, Synergy_HSA=0.195. (3) Drug 1: C1=CC=C(C(=C1)C(C2=CC=C(C=C2)Cl)C(Cl)Cl)Cl. Drug 2: C1CCC(C(C1)N)N.C(=O)(C(=O)[O-])[O-].[Pt+4]. Cell line: A549. Synergy scores: CSS=24.7, Synergy_ZIP=0.442, Synergy_Bliss=0.630, Synergy_Loewe=1.83, Synergy_HSA=2.47. (4) Drug 1: C1CCN(CC1)CCOC2=CC=C(C=C2)C(=O)C3=C(SC4=C3C=CC(=C4)O)C5=CC=C(C=C5)O. Drug 2: C1=CN(C=N1)CC(O)(P(=O)(O)O)P(=O)(O)O. Cell line: NCI-H522. Synergy scores: CSS=2.31, Synergy_ZIP=-2.27, Synergy_Bliss=-1.16, Synergy_Loewe=-1.17, Synergy_HSA=-1.17. (5) Drug 1: CC(C)NC(=O)C1=CC=C(C=C1)CNNC.Cl. Drug 2: CC1C(C(CC(O1)OC2CC(CC3=C2C(=C4C(=C3O)C(=O)C5=CC=CC=C5C4=O)O)(C(=O)C)O)N)O. Cell line: HCT-15. Synergy scores: CSS=33.7, Synergy_ZIP=-0.998, Synergy_Bliss=-2.66, Synergy_Loewe=-18.1, Synergy_HSA=-1.03.